The task is: Regression. Given a peptide amino acid sequence and an MHC pseudo amino acid sequence, predict their binding affinity value. This is MHC class II binding data.. This data is from Peptide-MHC class II binding affinity with 134,281 pairs from IEDB. (1) The peptide sequence is GELQHVDKIDAAFKI. The binding affinity (normalized) is 0.423. The MHC is DRB1_0101 with pseudo-sequence DRB1_0101. (2) The peptide sequence is TQLVLSSMVNPLVLS. The MHC is DRB1_1501 with pseudo-sequence DRB1_1501. The binding affinity (normalized) is 1.00. (3) The peptide sequence is AAIVNKLKAILVDLE. The MHC is HLA-DQA10501-DQB10301 with pseudo-sequence HLA-DQA10501-DQB10301. The binding affinity (normalized) is 0. (4) The peptide sequence is FAESNSGGDVVHLALMA. The MHC is DRB4_0101 with pseudo-sequence DRB4_0103. The binding affinity (normalized) is 0.220. (5) The peptide sequence is GELQIVDKIVAAFKI. The MHC is DRB1_0404 with pseudo-sequence DRB1_0404. The binding affinity (normalized) is 0.607. (6) The peptide sequence is MASRFMTDPHAMRDM. The MHC is DRB1_1101 with pseudo-sequence DRB1_1101. The binding affinity (normalized) is 0.243. (7) The peptide sequence is KKKYFAATQFEPLAA. The binding affinity (normalized) is 0.715. The MHC is DRB1_1001 with pseudo-sequence DRB1_1001.